This data is from Full USPTO retrosynthesis dataset with 1.9M reactions from patents (1976-2016). The task is: Predict the reactants needed to synthesize the given product. (1) Given the product [C:8]([C:5]1[N:6]=[CH:7][C:2]([NH:1][C:30]([N:21]2[CH2:22][CH2:23][C:24]3[C:29](=[CH:28][CH:27]=[CH:26][CH:25]=3)[C@H:20]2[C:17]2[CH:18]=[CH:19][C:14]([C:13]([F:42])([F:12])[F:43])=[CH:15][CH:16]=2)=[O:31])=[CH:3][CH:4]=1)#[N:9], predict the reactants needed to synthesize it. The reactants are: [NH2:1][C:2]1[CH:3]=[CH:4][C:5]([C:8]#[N:9])=[N:6][CH:7]=1.[H-].[Na+].[F:12][C:13]([F:43])([F:42])[C:14]1[CH:19]=[CH:18][C:17]([C@@H:20]2[C:29]3[C:24](=[CH:25][CH:26]=[CH:27][CH:28]=3)[CH2:23][CH2:22][N:21]2[C:30](OC2C=CC([N+]([O-])=O)=CC=2)=[O:31])=[CH:16][CH:15]=1.O. (2) Given the product [Li+:35].[NH2:30][CH2:29][CH2:28][CH2:27][O:26][C:21]1[CH:22]=[CH:23][C:24](=[O:25])[N:19]([CH2:18][C:14]2[CH:13]=[C:12]([CH:17]=[CH:16][CH:15]=2)[C:11]([NH:10][C:9]2[C:5]([C:3]([O-:4])=[O:2])=[N:6][N:7]([CH3:32])[CH:8]=2)=[O:31])[N:20]=1, predict the reactants needed to synthesize it. The reactants are: C[O:2][C:3]([C:5]1[C:9]([NH:10][C:11](=[O:31])[C:12]2[CH:17]=[CH:16][CH:15]=[C:14]([CH2:18][N:19]3[C:24](=[O:25])[CH:23]=[CH:22][C:21]([O:26][CH2:27][CH2:28][CH2:29][NH2:30])=[N:20]3)[CH:13]=2)=[CH:8][N:7]([CH3:32])[N:6]=1)=[O:4].O.[OH-].[Li+:35].